Dataset: Full USPTO retrosynthesis dataset with 1.9M reactions from patents (1976-2016). Task: Predict the reactants needed to synthesize the given product. (1) Given the product [Cl:1][C:2]1[N:3]=[C:4]([CH3:13])[C:5]([C:18]#[C:17][CH2:16][CH2:15][CH2:14][N:19]2[C:20](=[O:29])[C:21]3[C:22](=[CH:25][CH:26]=[CH:27][CH:28]=3)[C:23]2=[O:24])=[C:6]([NH:8][CH2:9][CH2:10][CH3:11])[N:7]=1, predict the reactants needed to synthesize it. The reactants are: [Cl:1][C:2]1[N:7]=[C:6]([NH:8][CH2:9][CH2:10][CH3:11])[C:5](I)=[C:4]([CH3:13])[N:3]=1.[CH2:14]([N:19]1[C:23](=[O:24])[C:22]2=[CH:25][CH:26]=[CH:27][CH:28]=[C:21]2[C:20]1=[O:29])[CH2:15][CH2:16][C:17]#[CH:18].C(N(CC)CC)C.[Cl-].[NH4+]. (2) Given the product [CH:1]1([C:4]2[CH:9]=[C:8]([CH:10]=[O:11])[CH:7]=[C:6]([O:12][CH2:31][CH2:32][CH2:33][S:34]([CH3:37])(=[O:36])=[O:35])[C:5]=2[C:13]2[CH:14]=[CH:15][C:16]([F:19])=[CH:17][CH:18]=2)[CH2:2][CH2:3]1, predict the reactants needed to synthesize it. The reactants are: [CH:1]1([C:4]2[CH:9]=[C:8]([CH:10]=[O:11])[CH:7]=[C:6]([OH:12])[C:5]=2[C:13]2[CH:18]=[CH:17][C:16]([F:19])=[CH:15][CH:14]=2)[CH2:3][CH2:2]1.CC1C=CC(S(O[CH2:31][CH2:32][CH2:33][S:34]([CH3:37])(=[O:36])=[O:35])(=O)=O)=CC=1. (3) Given the product [CH2:17]([O:16][C:11]1[CH:10]=[C:9]2[C:14]([C:4](=[O:24])[CH:5]=[C:6]([CH3:7])[NH:8]2)=[CH:13][C:12]=1[F:15])[C:18]1[CH:19]=[CH:20][CH:21]=[CH:22][CH:23]=1, predict the reactants needed to synthesize it. The reactants are: C(O[C:4](=[O:24])[CH:5]=[C:6]([NH:8][C:9]1[CH:14]=[CH:13][C:12]([F:15])=[C:11]([O:16][CH2:17][C:18]2[CH:23]=[CH:22][CH:21]=[CH:20][CH:19]=2)[CH:10]=1)[CH3:7])C.CCCCCC.